This data is from Forward reaction prediction with 1.9M reactions from USPTO patents (1976-2016). The task is: Predict the product of the given reaction. (1) Given the reactants [CH2:1]([N:3]1[C:11]2[C:6](=[CH:7][CH:8]=[C:9]([N+:12]([O-])=O)[CH:10]=2)[C:5]([CH3:16])([CH3:15])[C:4]1=[O:17])[CH3:2], predict the reaction product. The product is: [NH2:12][C:9]1[CH:10]=[C:11]2[C:6]([C:5]([CH3:15])([CH3:16])[C:4](=[O:17])[N:3]2[CH2:1][CH3:2])=[CH:7][CH:8]=1. (2) The product is: [F:1][C:2]1[CH:7]=[C:6]([CH3:8])[CH:5]=[CH:4][C:3]=1[C:9]1[S:13][N:12]=[C:11]([CH3:14])[C:10]=1[CH2:15][OH:16]. Given the reactants [F:1][C:2]1[CH:7]=[C:6]([CH3:8])[CH:5]=[CH:4][C:3]=1[C:9]1[S:13][N:12]=[C:11]([CH3:14])[C:10]=1[C:15](O)=[O:16], predict the reaction product. (3) The product is: [OH:34][C@@H:33]([CH2:32][OH:31])[CH2:35][O:36][NH:37][C:20]([C:11]1[C:12](=[O:19])[N:13]([CH3:18])[C:14](=[O:17])[N:15]([CH3:16])[C:10]=1[NH:9][C:3]1[CH:4]=[CH:5][C:6]([I:8])=[CH:7][C:2]=1[F:1])=[O:21]. Given the reactants [F:1][C:2]1[CH:7]=[C:6]([I:8])[CH:5]=[CH:4][C:3]=1[NH:9][C:10]1[N:15]([CH3:16])[C:14](=[O:17])[N:13]([CH3:18])[C:12](=[O:19])[C:11]=1[C:20](OC1C=CC=CC=1)=[O:21].CC1(C)[O:34][C@H:33]([CH2:35][O:36][NH2:37])[CH2:32][O:31]1, predict the reaction product. (4) Given the reactants CN(C(ON1N=NC2C=CC=NC1=2)=[N+](C)C)C.F[P-](F)(F)(F)(F)F.[NH2:25][CH2:26][C:27]1[C:28]([F:44])=[C:29]([O:34][C:35]2[CH:36]=[C:37]([CH:40]=[C:41]([Cl:43])[CH:42]=2)[C:38]#[N:39])[C:30]([Cl:33])=[CH:31][CH:32]=1.[CH3:45][C:46]1[N:47]=[C:48]([CH:62]([CH3:64])[CH3:63])[N:49](COCC[Si](C)(C)C)[C:50]=1[C:51](O)=[O:52].C(N(C(C)C)CC)(C)C, predict the reaction product. The product is: [Cl:33][C:30]1[CH:31]=[CH:32][C:27]([CH2:26][NH:25][C:51]([C:50]2[NH:49][C:48]([CH:62]([CH3:63])[CH3:64])=[N:47][C:46]=2[CH3:45])=[O:52])=[C:28]([F:44])[C:29]=1[O:34][C:35]1[CH:36]=[C:37]([C:38]#[N:39])[CH:40]=[C:41]([Cl:43])[CH:42]=1. (5) The product is: [Cl:14][C:12]1[S:11][C:9]2[NH:10][C:6]([C:4]([N:15]3[CH2:20][CH2:19][NH:18][CH2:17][CH2:16]3)=[O:5])=[CH:7][C:8]=2[CH:13]=1. Given the reactants C(O[C:4]([C:6]1[NH:10][C:9]2[S:11][C:12]([Cl:14])=[CH:13][C:8]=2[CH:7]=1)=[O:5])C.[NH:15]1[CH2:20][CH2:19][NH:18][CH2:17][CH2:16]1, predict the reaction product. (6) Given the reactants Cl.[CH3:2][O:3][C:4](=[O:15])[C:5]1[CH:10]=[CH:9][C:8]([C:11](=[O:14])[CH2:12][NH2:13])=[CH:7][CH:6]=1.CCN=C=NCCCN(C)C.Cl.[C:28]([N:35]([CH3:41])[C@H:36]([C:38](O)=[O:39])[CH3:37])([O:30][C:31]([CH3:34])([CH3:33])[CH3:32])=[O:29].C1C=CC2N(O)N=NC=2C=1.CN1CCOCC1, predict the reaction product. The product is: [CH3:2][O:3][C:4](=[O:15])[C:5]1[CH:6]=[CH:7][C:8]([C:11](=[O:14])[CH2:12][NH:13][C:38](=[O:39])[C@@H:36]([N:35]([C:28]([O:30][C:31]([CH3:34])([CH3:33])[CH3:32])=[O:29])[CH3:41])[CH3:37])=[CH:9][CH:10]=1.